The task is: Predict the product of the given reaction.. This data is from Forward reaction prediction with 1.9M reactions from USPTO patents (1976-2016). (1) Given the reactants [CH2:1]([NH:5][C:6]1[C:11]([CH:12]=[C:13](Br)Br)=[CH:10][CH:9]=[C:8]([C:16]([F:19])([F:18])[F:17])[N:7]=1)[CH2:2][CH2:3][CH3:4].[Li]CCCC.CCCCCC.Cl[C:32]([O:34][CH3:35])=[O:33], predict the reaction product. The product is: [CH3:35][O:34][C:32](=[O:33])[C:13]#[C:12][C:11]1[C:6]([NH:5][CH2:1][CH2:2][CH2:3][CH3:4])=[N:7][C:8]([C:16]([F:19])([F:18])[F:17])=[CH:9][CH:10]=1. (2) Given the reactants [CH:1]1([C:4]2[O:5][C:6]3[C:7](=[C:9]([C:22]#[N:23])[C:10]([CH3:21])=[C:11]([C:14]4[N:15]=[C:16]([O:19][CH3:20])[S:17][CH:18]=4)[C:12]=3F)[N:8]=2)[CH2:3][CH2:2]1.C(N(CC)CC)C.[CH3:31][N:32]([CH3:38])[C@H:33]1[CH2:37][CH2:36][NH:35][CH2:34]1.C(=O)([O-])O.[Na+], predict the reaction product. The product is: [CH:1]1([C:4]2[O:5][C:6]3[C:7](=[C:9]([C:22]#[N:23])[C:10]([CH3:21])=[C:11]([C:14]4[N:15]=[C:16]([O:19][CH3:20])[S:17][CH:18]=4)[C:12]=3[N:35]3[CH2:36][CH2:37][C@H:33]([N:32]([CH3:38])[CH3:31])[CH2:34]3)[N:8]=2)[CH2:3][CH2:2]1.